This data is from Catalyst prediction with 721,799 reactions and 888 catalyst types from USPTO. The task is: Predict which catalyst facilitates the given reaction. (1) Reactant: [C:1]1([C:22]2[CH:27]=[CH:26][CH:25]=[CH:24][CH:23]=2)[CH:6]=[CH:5][CH:4]=[CH:3][C:2]=1[NH:7][C:8]([O:10][CH:11]1[CH2:16][CH2:15][N:14]([CH2:17][CH2:18][C:19]([OH:21])=O)[CH2:13][CH2:12]1)=[O:9].CN(C(ON1N=NC2C=CC=NC1=2)=[N+](C)C)C.F[P-](F)(F)(F)(F)F.[NH2:52][CH2:53][CH2:54][CH2:55][CH2:56][CH2:57][OH:58].CCN(C(C)C)C(C)C. Product: [O:58]=[CH:57][CH2:56][CH2:55][CH2:54][CH2:53][NH:52][C:19]([CH2:18][CH2:17][N:14]1[CH2:13][CH2:12][CH:11]([O:10][C:8](=[O:9])[NH:7][C:2]2[CH:3]=[CH:4][CH:5]=[CH:6][C:1]=2[C:22]2[CH:23]=[CH:24][CH:25]=[CH:26][CH:27]=2)[CH2:16][CH2:15]1)=[O:21]. The catalyst class is: 583. (2) Reactant: [H-].[Na+].[CH3:3][C:4](=[CH:6][CH2:7][CH2:8]/[C:9](=[CH:11]/[CH2:12][OH:13])/[CH3:10])[CH3:5].S(OC)(O[CH3:18])(=O)=O. Product: [CH3:18][O:13][CH2:12]/[CH:11]=[C:9](\[CH3:10])/[CH2:8][CH2:7][CH:6]=[C:4]([CH3:3])[CH3:5]. The catalyst class is: 37.